This data is from Forward reaction prediction with 1.9M reactions from USPTO patents (1976-2016). The task is: Predict the product of the given reaction. (1) Given the reactants [Cl:1][C:2]1[CH:36]=[CH:35][CH:34]=[C:33]([C:37]([F:40])([F:39])[F:38])[C:3]=1[C:4]([N:6]1[C:14]2[C:9](=[CH:10][CH:11]=[C:12]([CH:15]3[C:19](=[O:20])[NH:18][C:17](=[O:21])[NH:16]3)[CH:13]=2)[C:8]([C:22]2[CH:31]=[CH:30][C:25]([C:26]([O:28]C)=[O:27])=[CH:24][C:23]=2[F:32])=[N:7]1)=[O:5].O[Li].O.Cl, predict the reaction product. The product is: [Cl:1][C:2]1[CH:36]=[CH:35][CH:34]=[C:33]([C:37]([F:40])([F:39])[F:38])[C:3]=1[C:4]([N:6]1[C:14]2[C:9](=[CH:10][CH:11]=[C:12]([CH:15]3[C:19](=[O:20])[NH:18][C:17](=[O:21])[NH:16]3)[CH:13]=2)[C:8]([C:22]2[CH:31]=[CH:30][C:25]([C:26]([OH:28])=[O:27])=[CH:24][C:23]=2[F:32])=[N:7]1)=[O:5]. (2) Given the reactants C(OC(=O)[NH:7][C:8]1[CH:13]=[C:12]([Cl:14])[C:11]([C:15]([F:18])([F:17])[F:16])=[CH:10][C:9]=1[NH:19][C:20](=[O:35])[CH2:21][C:22]([C:24]1[CH:29]=[CH:28][CH:27]=[C:26]([N:30]2[CH:34]=[CH:33][N:32]=[CH:31]2)[CH:25]=1)=O)(C)(C)C.C(O)(C(F)(F)F)=O, predict the reaction product. The product is: [Cl:14][C:12]1[C:11]([C:15]([F:18])([F:17])[F:16])=[CH:10][C:9]2[NH:19][C:20](=[O:35])[CH2:21][C:22]([C:24]3[CH:29]=[CH:28][CH:27]=[C:26]([N:30]4[CH:34]=[CH:33][N:32]=[CH:31]4)[CH:25]=3)=[N:7][C:8]=2[CH:13]=1.